This data is from Catalyst prediction with 721,799 reactions and 888 catalyst types from USPTO. The task is: Predict which catalyst facilitates the given reaction. (1) Reactant: [CH2:1]([O:8][C@@H:9]1[C@@H:15]([O:16][CH2:17][C:18]2[CH:23]=[CH:22][CH:21]=[CH:20][CH:19]=2)[C@:14]2([C:25]3[CH:30]=[CH:29][C:28]([Cl:31])=[C:27]([CH2:32][C:33]4[CH:38]=[CH:37][C:36]([O:39][CH2:40][CH3:41])=[CH:35][CH:34]=4)[CH:26]=3)[O:24][C@@:11]([CH2:42][O:43][Si](C(C)(C)C)(C)C)([CH2:12][O:13]2)[C:10]1=[O:51])[C:2]1[CH:7]=[CH:6][CH:5]=[CH:4][CH:3]=1.[F-].C([N+](CCCC)(CCCC)CCCC)CCC. Product: [CH2:1]([O:8][C@@H:9]1[C@@H:15]([O:16][CH2:17][C:18]2[CH:19]=[CH:20][CH:21]=[CH:22][CH:23]=2)[C@:14]2([C:25]3[CH:30]=[CH:29][C:28]([Cl:31])=[C:27]([CH2:32][C:33]4[CH:34]=[CH:35][C:36]([O:39][CH2:40][CH3:41])=[CH:37][CH:38]=4)[CH:26]=3)[O:24][C@@:11]([CH2:42][OH:43])([CH2:12][O:13]2)[C:10]1=[O:51])[C:2]1[CH:7]=[CH:6][CH:5]=[CH:4][CH:3]=1. The catalyst class is: 7. (2) The catalyst class is: 9. Product: [CH:1]([C:4]1[N:5]=[C:6]([CH2:9][CH2:10][C:11]2[CH:31]=[CH:30][N:14]3[C:15](=[O:29])[C:16](/[CH:20]=[CH:21]/[C:22]([O:24][C:25]([CH3:26])([CH3:28])[CH3:27])=[O:23])=[C:17]([O:19][CH3:32])[N:18]=[C:13]3[CH:12]=2)[S:7][CH:8]=1)([CH3:3])[CH3:2]. Reactant: [CH:1]([C:4]1[N:5]=[C:6]([CH2:9][CH2:10][C:11]2[CH:31]=[CH:30][N:14]3[C:15](=[O:29])[C:16](/[CH:20]=[CH:21]/[C:22]([O:24][C:25]([CH3:28])([CH3:27])[CH3:26])=[O:23])=[C:17]([OH:19])[N:18]=[C:13]3[CH:12]=2)[S:7][CH:8]=1)([CH3:3])[CH3:2].[CH2:32](N(CC)CC)C.S(OC)(OC)(=O)=O.O. (3) Reactant: [CH3:1][O:2][C:3](=[O:14])[CH2:4][O:5][C:6]1[CH:11]=[CH:10][C:9]([OH:12])=[CH:8][C:7]=1[CH3:13].C([O-])([O-])=O.[Cs+].[Cs+].[C:21]1([C:35]2[CH:40]=[CH:39][CH:38]=[CH:37][CH:36]=2)[CH:26]=[CH:25][C:24]([C:27]2[S:31][C:30]([CH2:32]Br)=[N:29][C:28]=2[Br:34])=[CH:23][CH:22]=1. Product: [CH3:1][O:2][C:3](=[O:14])[CH2:4][O:5][C:6]1[CH:11]=[CH:10][C:9]([O:12][CH2:32][C:30]2[S:31][C:27]([C:24]3[CH:25]=[CH:26][C:21]([C:35]4[CH:36]=[CH:37][CH:38]=[CH:39][CH:40]=4)=[CH:22][CH:23]=3)=[C:28]([Br:34])[N:29]=2)=[CH:8][C:7]=1[CH3:13]. The catalyst class is: 23. (4) Reactant: [Cl:1][C:2]1[N:7]=[CH:6][C:5]([CH2:8][NH2:9])=[CH:4][CH:3]=1.ClC(Cl)(O[C:14](=[O:20])OC(Cl)(Cl)Cl)Cl.[N-:22]=[C:23]=O.[CH3:25][OH:26]. Product: [Cl:1][C:2]1[N:7]=[CH:6][C:5]([CH2:8][NH:9][C:25]([NH:7][C:2]2[C:23]3[NH:22][C:14](=[O:20])[NH:9][C:8]=3[CH:5]=[CH:4][CH:3]=2)=[O:26])=[CH:4][CH:3]=1. The catalyst class is: 329. (5) Reactant: [Br:1]Br.[NH:3]1[C:12]2[C:7](=[CH:8][CH:9]=[CH:10][CH:11]=2)[N:6]=[CH:5][C:4]1=[O:13]. Product: [Br:1][C:10]1[CH:11]=[C:12]2[C:7]([N:6]=[CH:5][C:4](=[O:13])[NH:3]2)=[CH:8][CH:9]=1. The catalyst class is: 15. (6) Reactant: [N:1]1([C:14]([O:16][C:17]([CH3:20])([CH3:19])[CH3:18])=[O:15])[C:9]2[C:4](=[N:5][C:6]([C:10]([O:12]C)=[O:11])=[CH:7][CH:8]=2)[CH2:3][CH2:2]1.O1CCCC1.O.[OH-].[Li+].Cl. Product: [C:17]([O:16][C:14]([N:1]1[C:9]2[C:4](=[N:5][C:6]([C:10]([OH:12])=[O:11])=[CH:7][CH:8]=2)[CH2:3][CH2:2]1)=[O:15])([CH3:20])([CH3:18])[CH3:19]. The catalyst class is: 6. (7) Reactant: C[O-].[Na+].C([O:7][C@@H:8]1[C@@H:13]([O:14]C(=O)C)[C@H:12]([O:18]C(=O)C)[C@@H:11]([CH2:22][O:23]C(=O)C)[O:10][C@H:9]1[C:27]1[CH:32]=[CH:31][CH:30]=[C:29]([CH2:33][C:34]2[CH:43]=[C:42]3[C:36](=[CH:37][CH:38]=[CH:39][CH:40]=[CH:41]3)[C:35]=2[C:44](=[O:46])[CH3:45])[CH:28]=1)(=O)C.Cl. Product: [OH:7][C@@H:8]1[C@@H:13]([OH:14])[C@H:12]([OH:18])[C@@H:11]([CH2:22][OH:23])[O:10][C@H:9]1[C:27]1[CH:28]=[C:29]([CH:30]=[CH:31][CH:32]=1)[CH2:33][C:34]1[CH:43]=[C:42]2[C:36](=[CH:37][CH:38]=[CH:39][CH:40]=[CH:41]2)[C:35]=1[C:44](=[O:46])[CH3:45]. The catalyst class is: 36. (8) Reactant: [CH:1]([C:4]1[CH:9]=[CH:8][CH:7]=[C:6]([CH:10]([CH3:12])[CH3:11])[C:5]=1[C:13]1[N:17]2[C:18]3[CH:19]=[CH:20][CH:21]=[CH:22][C:23]=3[C:24]3[CH:25]=[CH:26][C:27]([O:30]C)=[CH:28][C:29]=3[C:16]2=[N:15][CH:14]=1)([CH3:3])[CH3:2].B(Br)(Br)Br.O. Product: [CH:1]([C:4]1[CH:9]=[CH:8][CH:7]=[C:6]([CH:10]([CH3:12])[CH3:11])[C:5]=1[C:13]1[N:17]2[C:18]3[CH:19]=[CH:20][CH:21]=[CH:22][C:23]=3[C:24]3[CH:25]=[CH:26][C:27]([OH:30])=[CH:28][C:29]=3[C:16]2=[N:15][CH:14]=1)([CH3:2])[CH3:3]. The catalyst class is: 2. (9) The catalyst class is: 11. Product: [C:1]([Si:8]([CH3:15])([CH3:16])[O:9][Si:10]([CH3:13])([CH3:14])/[CH:11]=[CH:12]/[C:19]1[CH:24]=[CH:23][CH:22]=[CH:21][CH:20]=1)#[C:2][CH2:3][CH2:4][CH2:5][CH2:6][CH3:7]. Reactant: [C:1]([Si:8]([CH3:16])([CH3:15])[O:9][Si:10]([CH3:14])([CH3:13])[CH:11]=[CH2:12])#[C:2][CH2:3][CH2:4][CH2:5][CH2:6][CH3:7].C=C[C:19]1[CH:24]=[CH:23][CH:22]=[CH:21][CH:20]=1.